From a dataset of Forward reaction prediction with 1.9M reactions from USPTO patents (1976-2016). Predict the product of the given reaction. Given the reactants [Cl:1][C:2]1[C:7]([Cl:8])=[CH:6][C:5]([NH:9][CH2:10][C:11]([OH:13])=O)=[C:4]([OH:14])[CH:3]=1.[CH:15]([S:17]([N:20]1[CH2:27][CH:26]2[CH:22]([CH2:23][NH:24][CH2:25]2)[CH2:21]1)(=[O:19])=[O:18])=[CH2:16].C1C=CC2N(O)N=NC=2C=1.CCN=C=NCCCN(C)C.Cl.CCN(CC)CC, predict the reaction product. The product is: [Cl:1][C:2]1[C:7]([Cl:8])=[CH:6][C:5]([NH:9][CH2:10][C:11]([N:24]2[CH2:23][CH:22]3[CH:26]([CH2:27][N:20]([S:17]([CH:15]=[CH2:16])(=[O:18])=[O:19])[CH2:21]3)[CH2:25]2)=[O:13])=[C:4]([OH:14])[CH:3]=1.